From a dataset of Full USPTO retrosynthesis dataset with 1.9M reactions from patents (1976-2016). Predict the reactants needed to synthesize the given product. (1) Given the product [Cl:32][C:19]1[CH:20]=[C:21]([C:22]2[CH:27]=[CH:26][C:25]([O:28][CH3:29])=[CH:24][C:23]=2[O:30][CH3:31])[C:15]2[O:14][CH:13]([CH2:12][NH:34][CH3:33])[CH2:17][C:16]=2[CH:18]=1, predict the reactants needed to synthesize it. The reactants are: CC1C=CC(S(O[CH2:12][CH:13]2[CH2:17][C:16]3[CH:18]=[C:19]([Cl:32])[CH:20]=[C:21]([C:22]4[CH:27]=[CH:26][C:25]([O:28][CH3:29])=[CH:24][C:23]=4[O:30][CH3:31])[C:15]=3[O:14]2)(=O)=O)=CC=1.[CH3:33][NH2:34]. (2) Given the product [CH2:7]([C:8]1[CH:9]=[C:22]([C:23]([O:25][CH2:26][CH3:27])=[O:24])[NH:20][N:21]=1)[C:1]1[CH:6]=[CH:5][CH:4]=[CH:3][CH:2]=1, predict the reactants needed to synthesize it. The reactants are: [C:1]1([CH2:7][C:8]#[CH:9])[CH:6]=[CH:5][CH:4]=[CH:3][CH:2]=1.C([Li])CCC.C([Cu])#N.[Li+].[Cl-].[N+:20](=[CH:22][C:23]([O:25][CH2:26][CH3:27])=[O:24])=[N-:21]. (3) Given the product [CH3:3][NH:5][C@H:6]([CH3:36])[CH2:7][O:8][C:9]1[CH:18]=[CH:17][CH:16]=[C:15]2[C:10]=1[C:11]([NH:19][C:20]1[CH:21]=[C:22]3[C:26](=[CH:27][CH:28]=1)[N:25]([CH2:29][C:30]1[CH:35]=[CH:34][CH:33]=[CH:32][N:31]=1)[CH:24]=[CH:23]3)=[N:12][CH:13]=[N:14]2, predict the reactants needed to synthesize it. The reactants are: OC[C:3]([N:5](C)[C@H:6]([CH3:36])[CH2:7][O:8][C:9]1[CH:18]=[CH:17][CH:16]=[C:15]2[C:10]=1[C:11]([NH:19][C:20]1[CH:21]=[C:22]3[C:26](=[CH:27][CH:28]=1)[N:25]([CH2:29][C:30]1[CH:35]=[CH:34][CH:33]=[CH:32][N:31]=1)[CH:24]=[CH:23]3)=[N:12][CH:13]=[N:14]2)=O.FC1C=CC=C2C=1C(NC1C=C3C(=CC=1)N(CC1C=CC=CN=1)C=C3)=NC=N2.CN[C@H](C)CO. (4) The reactants are: [Br:1][C:2]1[CH:7]=[CH:6][C:5]([SH:8])=[CH:4][CH:3]=1.[CH3:9][C:10]([CH3:13])([O-])C.[K+].C1(Br)CC1.O. Given the product [Br:1][C:2]1[CH:7]=[CH:6][C:5]([S:8][CH:13]2[CH2:10][CH2:9]2)=[CH:4][CH:3]=1, predict the reactants needed to synthesize it. (5) The reactants are: Cl[C:2]1[CH:3]=[C:4]([CH:12]([F:14])[F:13])[C:5]2[C:6](=[N:8][N:9]([CH3:11])[CH:10]=2)[N:7]=1.COCCOC.O.[NH2:22][C:23]1[CH:30]=[CH:29][C:28](B2OC(C)(C)C(C)(C)O2)=[CH:27][C:24]=1[C:25]#[N:26].O.O.P([O-])([O-])([O-])=O.[K+].[K+].[K+]. Given the product [NH2:22][C:23]1[CH:30]=[CH:29][C:28]([C:2]2[CH:3]=[C:4]([CH:12]([F:14])[F:13])[C:5]3[C:6](=[N:8][N:9]([CH3:11])[CH:10]=3)[N:7]=2)=[CH:27][C:24]=1[C:25]#[N:26], predict the reactants needed to synthesize it. (6) Given the product [O:3]1[C:7]2[CH:8]=[CH:9][CH:10]=[C:11]([CH:12]3[CH2:17][CH2:16][N:15]([CH2:18][CH2:19][C@H:20]4[CH2:21][CH2:22][C@H:23]([NH:26][C:37]([C:30]5[C:31]6[C:36](=[CH:35][CH:34]=[CH:33][CH:32]=6)[N:27]=[CH:28][CH:29]=5)=[O:38])[CH2:24][CH2:25]4)[CH2:14][CH2:13]3)[C:6]=2[CH2:5][CH2:4]1, predict the reactants needed to synthesize it. The reactants are: Cl.Cl.[O:3]1[C:7]2[CH:8]=[CH:9][CH:10]=[C:11]([CH:12]3[CH2:17][CH2:16][N:15]([CH2:18][CH2:19][C@H:20]4[CH2:25][CH2:24][C@H:23]([NH2:26])[CH2:22][CH2:21]4)[CH2:14][CH2:13]3)[C:6]=2[CH2:5][CH2:4]1.[N:27]1[C:36]2[C:31](=[CH:32][CH:33]=[CH:34][CH:35]=2)[C:30]([C:37](O)=[O:38])=[CH:29][CH:28]=1.